This data is from Reaction yield outcomes from USPTO patents with 853,638 reactions. The task is: Predict the reaction yield, written as a fraction of the theoretical maximum amount of product (1.0 means a 100% yield; for example, 0.34 means a 34% yield). (1) The reactants are [F:1][C:2]1[CH:11]=[CH:10][C:5]2[NH:6][C:7](=O)[NH:8][C:4]=2[CH:3]=1.P(Cl)(Cl)([Cl:14])=O. No catalyst specified. The product is [Cl:14][C:7]1[NH:8][C:4]2[CH:3]=[C:2]([F:1])[CH:11]=[CH:10][C:5]=2[N:6]=1. The yield is 0.820. (2) The reactants are [Cl:1][C:2]1[CH:7]=[CH:6][C:5]([C:8]2[CH:17]=[N:16][CH:15]=[C:14]3[C:9]=2[CH:10]=[C:11]([C:18]([OH:20])=O)[CH:12]=[N:13]3)=[CH:4][CH:3]=1.C(Cl)(=O)C(Cl)=O.[CH3:27][S:28]([C:31]1[CH:32]=[C:33]([CH2:37][NH2:38])[CH:34]=[CH:35][CH:36]=1)(=[O:30])=[O:29].C(N(CC)CC)C. The catalyst is ClCCl.CN(C)C=O. The product is [Cl:1][C:2]1[CH:3]=[CH:4][C:5]([C:8]2[CH:17]=[N:16][CH:15]=[C:14]3[C:9]=2[CH:10]=[C:11]([C:18]([NH:38][CH2:37][C:33]2[CH:34]=[CH:35][CH:36]=[C:31]([S:28]([CH3:27])(=[O:30])=[O:29])[CH:32]=2)=[O:20])[CH:12]=[N:13]3)=[CH:6][CH:7]=1. The yield is 0.560. (3) The reactants are C[O:2][C:3]([C:5]1[C:20]([NH:21][C:22]2[CH:27]=[CH:26][C:25]([Br:28])=[CH:24][C:23]=2[Cl:29])=[C:19]([F:30])[C:8]2[N:9]=[CH:10][N:11]([CH2:12][CH:13]3[CH2:18][CH2:17][CH2:16][CH2:15][O:14]3)[C:7]=2[CH:6]=1)=[O:4].O1CCCC1.O.[Li+].[OH-]. The catalyst is O.Cl.C(OCC)(=O)C.O1CCCC1. The product is [Br:28][C:25]1[CH:26]=[CH:27][C:22]([NH:21][C:20]2[C:5]([C:3]([OH:4])=[O:2])=[CH:6][C:7]3[N:11]([CH2:12][CH:13]4[CH2:18][CH2:17][CH2:16][CH2:15][O:14]4)[CH:10]=[N:9][C:8]=3[C:19]=2[F:30])=[C:23]([Cl:29])[CH:24]=1. The yield is 1.00. (4) The reactants are [C:1]([O:5][C:6]([N:8]1[CH2:12][CH2:11][CH2:10][C:9]1([CH:15]([CH2:17][CH3:18])C)[CH2:13][OH:14])=[O:7])([CH3:4])([CH3:3])[CH3:2].[CH2:19](Cl)Cl. No catalyst specified. The product is [C:1]([O:5][C:6]([N:8]1[CH2:12][CH2:11][CH2:10][C:9]1([CH2:15][CH2:17][CH2:18][CH3:19])[CH:13]=[O:14])=[O:7])([CH3:2])([CH3:3])[CH3:4]. The yield is 0.480. (5) The reactants are [CH3:1][N:2]([CH3:11])[C:3]1[CH:10]=[CH:9][C:6]([CH:7]=[O:8])=[CH:5][CH:4]=1.[Br-:12].[Br-].[Br-].[NH+]1C=CC=CC=1.[NH+]1C=CC=CC=1.[NH+]1C=CC=CC=1. The catalyst is ClCCl. The product is [Br:12][C:4]1[CH:5]=[C:6]([CH:9]=[CH:10][C:3]=1[N:2]([CH3:11])[CH3:1])[CH:7]=[O:8]. The yield is 0.920. (6) The reactants are [NH2:1][NH:2][C:3]([NH2:5])=[S:4].[CH3:6][O:7][C:8]1[CH:9]=[C:10]([CH:15]=[CH:16][C:17]=1[O:18][CH3:19])[O:11][CH2:12][C:13]#N.N. The catalyst is FC(F)(F)C(O)=O. The product is [CH3:6][O:7][C:8]1[CH:9]=[C:10]([CH:15]=[CH:16][C:17]=1[O:18][CH3:19])[O:11][CH2:12][C:13]1[S:4][C:3]([NH2:5])=[N:2][N:1]=1. The yield is 0.860. (7) The reactants are [CH3:1][CH:2]1[CH2:6][CH2:5][CH2:4][NH:3]1.Cl[CH2:8][CH2:9][C:10]1[N:11]=[N:12][C:13]2[C:18]([CH:19]=1)=[CH:17][CH:16]=[C:15]([C:20]1[CH:27]=[CH:26][C:23]([C:24]#[N:25])=[CH:22][CH:21]=1)[CH:14]=2. No catalyst specified. The product is [CH3:1][CH:2]1[CH2:6][CH2:5][CH2:4][N:3]1[CH2:8][CH2:9][C:10]1[N:11]=[N:12][C:13]2[C:18]([CH:19]=1)=[CH:17][CH:16]=[C:15]([C:20]1[CH:27]=[CH:26][C:23]([C:24]#[N:25])=[CH:22][CH:21]=1)[CH:14]=2. The yield is 0.430.